Dataset: Full USPTO retrosynthesis dataset with 1.9M reactions from patents (1976-2016). Task: Predict the reactants needed to synthesize the given product. (1) Given the product [OH:32][CH:33]([CH:37]([CH3:39])[CH3:38])[C:34]([N:22]1[CH2:23][CH2:24][N:19]([C:6]2[C:5]3[C:10](=[CH:11][C:2]([CH3:1])=[CH:3][CH:4]=3)[N:9]=[C:8]([C:12]3[CH:17]=[CH:16][CH:15]=[CH:14][C:13]=3[OH:18])[N:7]=2)[CH2:20][CH2:21]1)=[O:35], predict the reactants needed to synthesize it. The reactants are: [CH3:1][C:2]1[CH:11]=[C:10]2[C:5]([C:6]([N:19]3[CH2:24][CH2:23][NH:22][CH2:21][CH2:20]3)=[N:7][C:8]([C:12]3[CH:17]=[CH:16][CH:15]=[CH:14][C:13]=3[OH:18])=[N:9]2)=[CH:4][CH:3]=1.C(N(CC)CC)C.[OH:32][CH:33]([CH:37]([CH3:39])[CH3:38])[C:34](O)=[O:35].CN(C(ON1N=NC2C=CC=NC1=2)=[N+](C)C)C.F[P-](F)(F)(F)(F)F. (2) Given the product [CH3:11][O:12][CH2:13][CH2:14][N:15]([CH3:16])[C:7]1[CH:6]=[N:5][C:4]([N+:1]([O-:3])=[O:2])=[CH:9][CH:8]=1, predict the reactants needed to synthesize it. The reactants are: [N+:1]([C:4]1[CH:9]=[CH:8][C:7](Br)=[CH:6][N:5]=1)([O-:3])=[O:2].[CH3:11][O:12][CH2:13][CH2:14][NH:15][CH3:16].C(N(C(C)C)CC)(C)C. (3) The reactants are: [CH3:1][O:2][C:3]1[CH:4]=[C:5]2[C:10](=[CH:11][C:12]=1[O:13][CH3:14])[N:9]=[CH:8][CH:7]=[C:6]2[O:15][C:16]1[CH:17]=[CH:18][C:19]([NH2:22])=[N:20][CH:21]=1.[C:23]1([N:29]=[C:30]=[O:31])[CH:28]=[CH:27][CH:26]=[CH:25][CH:24]=1.C(OCC)(=O)C.O. Given the product [CH3:1][O:2][C:3]1[CH:4]=[C:5]2[C:10](=[CH:11][C:12]=1[O:13][CH3:14])[N:9]=[CH:8][CH:7]=[C:6]2[O:15][C:16]1[CH:17]=[CH:18][C:19]([NH:22][C:30]([NH:29][C:23]2[CH:28]=[CH:27][CH:26]=[CH:25][CH:24]=2)=[O:31])=[N:20][CH:21]=1, predict the reactants needed to synthesize it. (4) Given the product [N:19]([C:16]1[CH:15]=[CH:14][C:13]([O:12][CH2:11][CH2:10][N:5]2[CH2:9][CH2:8][CH2:7][CH2:6]2)=[CH:18][CH:17]=1)=[C:1]=[S:2], predict the reactants needed to synthesize it. The reactants are: [C:1](Cl)(Cl)=[S:2].[N:5]1([CH2:10][CH2:11][O:12][C:13]2[CH:18]=[CH:17][C:16]([NH2:19])=[CH:15][CH:14]=2)[CH2:9][CH2:8][CH2:7][CH2:6]1.C([O-])(O)=O.[Na+]. (5) Given the product [C:1]([O:5][C:6]([N:8]1[CH2:15][CH:14]2[CH:10]([CH2:11][N:12]([C:16]3[CH:21]=[CH:20][C:19]([C:23]4[CH:28]=[CH:27][CH:26]=[CH:25][CH:24]=4)=[CH:18][N:17]=3)[CH2:13]2)[CH2:9]1)=[O:7])([CH3:4])([CH3:3])[CH3:2], predict the reactants needed to synthesize it. The reactants are: [C:1]([O:5][C:6]([N:8]1[CH2:15][CH:14]2[CH:10]([CH2:11][N:12]([C:16]3[CH:21]=[CH:20][C:19](Br)=[CH:18][N:17]=3)[CH2:13]2)[CH2:9]1)=[O:7])([CH3:4])([CH3:3])[CH3:2].[C:23]1(B(O)O)[CH:28]=[CH:27][CH:26]=[CH:25][CH:24]=1.[Cl-].C(C1C=CC=C(CCC)C=1[N+]1C=CN(C2C(CCC)=CC=CC=2CCC)C=1)CC.C([O-])([O-])=O.[Cs+].[Cs+]. (6) Given the product [S:16]1[C:20]2[CH:21]=[CH:22][CH:23]=[CH:24][C:19]=2[C:18]([CH2:25][N:2]2[C:27]([C:29]3[N:30]=[C:31]([NH:35][C:36](=[O:42])[O:37][C:38]([CH3:40])([CH3:39])[CH3:41])[S:32][C:33]=3[CH3:34])=[C:4]3[C:3]([N:8]([CH2:9][CH:10]([CH3:11])[CH3:12])[C:7](=[O:13])[N:6]([CH3:14])[C:5]3=[O:15])=[N:1]2)=[CH:17]1, predict the reactants needed to synthesize it. The reactants are: [NH:1]([C:3]1[N:8]([CH2:9][CH:10]([CH3:12])[CH3:11])[C:7](=[O:13])[N:6]([CH3:14])[C:5](=[O:15])[CH:4]=1)[NH2:2].[S:16]1[C:20]2[CH:21]=[CH:22][CH:23]=[CH:24][C:19]=2[C:18]([CH:25]=O)=[CH:17]1.[CH:27]([C:29]1[N:30]=[C:31]([NH:35][C:36](=[O:42])[O:37][C:38]([CH3:41])([CH3:40])[CH3:39])[S:32][C:33]=1[CH3:34])=O.